This data is from Full USPTO retrosynthesis dataset with 1.9M reactions from patents (1976-2016). The task is: Predict the reactants needed to synthesize the given product. (1) Given the product [F:1][C:2]1[CH:7]=[CH:6][C:5]([N:8]2[C:17]3[C:12](=[CH:13][CH:14]=[CH:15][CH:16]=3)[C:11](=[O:18])[C:10]([C:19]([Cl:24])=[O:21])=[CH:9]2)=[CH:4][CH:3]=1, predict the reactants needed to synthesize it. The reactants are: [F:1][C:2]1[CH:7]=[CH:6][C:5]([N:8]2[C:17]3[C:12](=[CH:13][CH:14]=[CH:15][CH:16]=3)[C:11](=[O:18])[C:10]([C:19]([OH:21])=O)=[CH:9]2)=[CH:4][CH:3]=1.O=S(Cl)[Cl:24]. (2) Given the product [CH2:13]([O:12][C:7]1[C:8]([O:10][CH3:11])=[CH:9][C:2]([Br:1])=[C:3]([CH:6]=1)[CH:4]=[O:5])[C:14]1[CH:19]=[CH:18][CH:17]=[CH:16][CH:15]=1, predict the reactants needed to synthesize it. The reactants are: [Br:1][C:2]1[CH:9]=[C:8]([O:10][CH3:11])[C:7]([OH:12])=[CH:6][C:3]=1[CH:4]=[O:5].[CH2:13](Br)[C:14]1[CH:19]=[CH:18][CH:17]=[CH:16][CH:15]=1.C(=O)([O-])[O-].[K+].[K+].